Dataset: Experimentally validated miRNA-target interactions with 360,000+ pairs, plus equal number of negative samples. Task: Binary Classification. Given a miRNA mature sequence and a target amino acid sequence, predict their likelihood of interaction. (1) The miRNA is cel-miR-229-5p with sequence AAUGACACUGGUUAUCUUUUCCAUCG. The protein sequence of the target gene is MQKPSGLKPPGRGGKHSSPMGRTSTGSASSSAAVAASSKEGSPLHKQSSGPSSSPAAAAAPEKPGPKAAEVGDDFLGDFVVGERVWVNGVKPGVVQYLGETQFAPGQWAGVVLDDPVGKNDGAVGGVRYFECPALQGIFTRPSKLTRQPTAEGSGSDAHSVESLTAQNLSLHSGTATPPLTSRVIPLRESVLNSSVKTGNESGSNLSDSGSVKRGEKDLRLGDRVLVGGTKTGVVRYVGETDFAKGEWCGVELDEPLGKNDGAVAGTRYFQCPPKFGLFAPIHKVIRIGFPSTSPAKAKK.... Result: 0 (no interaction). (2) The miRNA is hsa-miR-613 with sequence AGGAAUGUUCCUUCUUUGCC. The protein sequence of the target gene is MPAKGKKGKGQGKSHGKKQKKPEVDILSPAAMLNLYYIAHNVADCLHLRGFHWPGAPKGKKGRSK. Result: 1 (interaction).